This data is from Catalyst prediction with 721,799 reactions and 888 catalyst types from USPTO. The task is: Predict which catalyst facilitates the given reaction. (1) Reactant: [I:1][C:2]1[CH:3]=[C:4]2[C:8](=[CH:9][CH:10]=1)[N:7]([C:11]1[CH:19]=[CH:18][C:14]([C:15](O)=[O:16])=[CH:13][CH:12]=1)[N:6]=[CH:5]2. Product: [I:1][C:2]1[CH:3]=[C:4]2[C:8](=[CH:9][CH:10]=1)[N:7]([C:11]1[CH:19]=[CH:18][C:14]([CH2:15][OH:16])=[CH:13][CH:12]=1)[N:6]=[CH:5]2. The catalyst class is: 1. (2) Reactant: [N+:1]([C:4]1[CH:5]=[C:6]([CH:14]=[CH:15][C:16]=1[N+:17]([O-])=O)[CH2:7][N:8]1[CH2:13][CH2:12][O:11][CH2:10][CH2:9]1)([O-])=O.[H][H]. Product: [N:8]1([CH2:7][C:6]2[CH:5]=[C:4]([NH2:1])[C:16]([NH2:17])=[CH:15][CH:14]=2)[CH2:13][CH2:12][O:11][CH2:10][CH2:9]1. The catalyst class is: 45. (3) Reactant: [B:10]1([B:10]2[O:14][C:13]([CH3:16])([CH3:15])[C:12]([CH3:18])([CH3:17])[O:11]2)[O:14][C:13]([CH3:16])([CH3:15])[C:12]([CH3:18])([CH3:17])[O:11]1.[C:19]([O-])(=O)[CH3:20].[K+].[CH2:24]([Cl:26])Cl.[CH3:27][N:28]([CH:30]=O)C. Product: [Cl:26][C:24]1[CH:15]=[C:13]([B:10]2[O:11][C:12]([CH3:17])([CH3:18])[C:13]([CH3:15])([CH3:16])[O:14]2)[CH:12]=[CH:17][C:30]=1[NH:28][CH:27]1[CH2:20][CH2:19]1. The catalyst class is: 873. (4) Reactant: [Br:1][C:2]1[CH:7]=[CH:6][C:5]([F:8])=[CH:4][C:3]=1[C:9]1[NH:13][N:12]=[N:11][N:10]=1.CI.[C:16](=O)([O-])[O-].[K+].[K+]. Product: [Br:1][C:2]1[CH:7]=[CH:6][C:5]([F:8])=[CH:4][C:3]=1[C:9]1[N:10]=[N:11][N:12]([CH3:16])[N:13]=1. The catalyst class is: 3.